Dataset: Experimentally validated miRNA-target interactions with 360,000+ pairs, plus equal number of negative samples. Task: Binary Classification. Given a miRNA mature sequence and a target amino acid sequence, predict their likelihood of interaction. (1) The protein sequence of the target gene is MFSLSSTVQPQVTIPLSHLINAFHSPKNISVSVNTPVSQKQHRDTVPEHEAPSSEPVLNLRDLGLSELKIGQIDKMVENLLPGFYKDKRVSSCWHTSHISAQSFFENKYGHLDMFSTLRSSSLYRQHPKTLRSICSDLQYFPVFIQSRGFKTLKSRTRRLQSTSERLVEAQNIAPSFVKGFLLRDRGTDLESLDKLMKTKNIPEAHQDAFKTGFAEGFLKAQALTQKTNDSLRRTRLILFVLLLFGIYGLLKNPFLSVRFRTTTGLDSAVDPVQMKNVTFEHVKGVEEAKQELQEVVEFL.... Result: 1 (interaction). The miRNA is mmu-miR-3066-5p with sequence UUGGUUGCUGUAGAUUAAGUAG. (2) The miRNA is mmu-miR-3100-5p with sequence UUGGGAACGGGGUGUCUUUGGGA. The protein sequence of the target gene is MKPLVAFLVVLSIFGIQSQAEEIFNIFVPSKNGGNIQETVTIDNQQNTATINIHSGSCSSTTIFDYKHGYIASRVLSRRACYVIKMDHKAIPALDKLQRFLYEKQTMNAIDSPEYTWVRYNPLKSLITKVDWFLFGSPIRQLCKHMPLYEGEVATKPKEVSTGACAKVGLLGILGVSICGGIHL. Result: 0 (no interaction). (3) The miRNA is mmu-miR-7213-3p with sequence UACCUCAAGAGAGCCAGUCU. The protein sequence of the target gene is MSPPGSAAGESAGGGGGGGGSGVPEEPMASADEGPAREEQRPIQPSFTKSLCRESHWKCLLLSLLMYGCLGAVAWCHVTTVTRLTFSSAYQGNSLMYHDSPCSNGYVYIPLAFLLMLYAVYLVECWHCQARHELQHRVDVSSVQERVGRMQQATPCIWWKAISYHYVRRTRQVTRYRNGDAYTTTQVYHERVNTHVAEAEFDYARCGVRDVSKTLVGLEGAPATRLRFTKCFSFASVEAENAYLCQRARFFAENEGLDDYMEAREGMHLKNVDFREFMVAFPDPARPPWYACSSAFWAAA.... Result: 1 (interaction). (4) The miRNA is hsa-miR-377-3p with sequence AUCACACAAAGGCAACUUUUGU. The protein sequence of the target gene is MEAAADGPAETQSPVEKDSPAKTQSPAQDTSIMSRNNADTGRVLALPEHKKKRKGNLPAESVKILRDWMYKHRFKAYPSEEEKQMLSEKTNLSLLQISNWFINARRRILPDMLQQRRNDPIIGHKTGKDAHATHLQSTEASVPAKSGPSGPDNVQSLPLWPLPKGQMSREKQPDPESAPSQKLTGIAQPKKKVKVSVTSPSSPELVSPEEHADFSSFLLLVDAAVQRAAELELEKKQEPNP. Result: 1 (interaction). (5) The miRNA is hsa-miR-128-3p with sequence UCACAGUGAACCGGUCUCUUU. Result: 0 (no interaction). The protein sequence of the target gene is MNIHMKRKTIKNLSALENRMLMLDGMPAVRVKTELVESEQGSPNVHNYPDMEAVPLLLNNVKGEPPEDSLPVDHFQTQTEPVDLSINKARTSPTAASSSPVSMTASASSPSSTSTSSSSSSRPASSPTVITSVSSASSSSTVLSPGPLVASASGVGGQQFLHIIHPVPPSSPMNLQSNKLSHVHRIPVVVQSVPVVYTAVRSPGNVNNTIVVPLLEDGRSHGKAQMEPRGLSPRQSKSDSDDDDLPNVTLDSVNETGSTALSIARAVQEVHPSPVSRVRGNRMNNQKFACSISPFSIEST.... (6) The miRNA is hsa-miR-216b-5p with sequence AAAUCUCUGCAGGCAAAUGUGA. The protein sequence of the target gene is MQEPLLRTEGLDYDTFPEVPATPGERERAGALKNRRVFLATFAAVLGNFSFGYALVYTSPVIPELKLSSDPALHLDKIQASWFGSVFTLGAAAGGLSAMLLNDLLGRKLSIMFSAVPSAIGYAIMAGARGLWMLLLGRMLTGFAGGLTAACIPVYVSEIAPPDVRGALGATPQLMAVFGSLSLYALGLLLPWRWLAVAGEGPVLIMILLLSFMPNSPRFLLSKSRDEEALQALTWLRADSEVHWEFEQIQDNVRRQSSRVSWAEAREPRVYRPVLIAVLMRFLQQLTGITPILVYLQTIF.... Result: 0 (no interaction). (7) Result: 1 (interaction). The protein sequence of the target gene is MAENVVEPGPPSAKRPKLSSPALSASASDGTDFGSLFDLEHDLPDELINSTELGLTNGGDISQLQTSLGIVQDAASKHKQLSELLRSGSSPNLNMGVGGPGQAMASQAQQNSPGLSLINSMVKSPMAQTGLTSPNMGIGSSGPNQGPTQSPAGMMNSPVNQPAMGMNTGMNAGMNPGMLAAGNGQGIMPNQVMNGSIGAGRGRPNMQYPNAGMGNAGSLLTEPLQQGSPQMGGQPGLRGPQPLKMGMMNNPSPYGSPYTQNSGQQIGASGLGLQIQTKTVLPNNLSPFAMDKKAVPGGGM.... The miRNA is mmu-miR-132-3p with sequence UAACAGUCUACAGCCAUGGUCG.